Predict the reactants needed to synthesize the given product. From a dataset of Full USPTO retrosynthesis dataset with 1.9M reactions from patents (1976-2016). (1) Given the product [F:9][C:10]([F:21])([F:20])[C:11]1[CH:16]=[CH:15][C:14]([C:2]2[CH:3]=[C:4]([OH:8])[CH:5]=[CH:6][CH:7]=2)=[CH:13][CH:12]=1, predict the reactants needed to synthesize it. The reactants are: I[C:2]1[CH:3]=[C:4]([OH:8])[CH:5]=[CH:6][CH:7]=1.[F:9][C:10]([F:21])([F:20])[C:11]1[CH:16]=[CH:15][C:14](B(O)O)=[CH:13][CH:12]=1.C([O-])([O-])=O.[K+].[K+]. (2) Given the product [CH3:1][O:2][C:3]1[CH:4]=[CH:5][C:6]([CH2:7][N:8]2[C:12]3[N:13]=[CH:14][C:15]4[CH2:16][N:17]([C:30]([NH:29][C:23]5[CH:28]=[CH:27][CH:26]=[CH:25][CH:24]=5)=[O:31])[CH2:18][CH2:19][C:20]=4[C:11]=3[CH:10]=[N:9]2)=[CH:21][CH:22]=1, predict the reactants needed to synthesize it. The reactants are: [CH3:1][O:2][C:3]1[CH:22]=[CH:21][C:6]([CH2:7][N:8]2[C:12]3[N:13]=[CH:14][C:15]4[CH2:16][NH:17][CH2:18][CH2:19][C:20]=4[C:11]=3[CH:10]=[N:9]2)=[CH:5][CH:4]=1.[C:23]1([N:29]=[C:30]=[O:31])[CH:28]=[CH:27][CH:26]=[CH:25][CH:24]=1.